Dataset: Reaction yield outcomes from USPTO patents with 853,638 reactions. Task: Predict the reaction yield, written as a fraction of the theoretical maximum amount of product (1.0 means a 100% yield; for example, 0.34 means a 34% yield). The reactants are [CH2:1]([CH:8]1[C:17](=[O:18])[C:16]2[C:11](=[CH:12][C:13]([Cl:19])=[CH:14][CH:15]=2)[O:10][CH:9]1[C@H:20]([N:24]1[CH:28]=[C:27]([CH2:29][N:30]2C(=O)C3=CC=CC=C3C2=O)[N:26]=[C:25]1[C:41]1[CH:46]=[CH:45][C:44]([CH3:47])=[CH:43][CH:42]=1)[CH:21]([CH3:23])[CH3:22])[C:2]1[CH:7]=[CH:6][CH:5]=[CH:4][CH:3]=1.O.NN. The catalyst is CCO. The product is [NH2:30][CH2:29][C:27]1[N:26]=[C:25]([C:41]2[CH:46]=[CH:45][C:44]([CH3:47])=[CH:43][CH:42]=2)[N:24]([C@@H:20]([C:9]2[O:10][C:11]3[C:16]([C:17](=[O:18])[C:8]=2[CH2:1][C:2]2[CH:7]=[CH:6][CH:5]=[CH:4][CH:3]=2)=[CH:15][CH:14]=[C:13]([Cl:19])[CH:12]=3)[CH:21]([CH3:23])[CH3:22])[CH:28]=1. The yield is 0.910.